From a dataset of Reaction yield outcomes from USPTO patents with 853,638 reactions. Predict the reaction yield, written as a fraction of the theoretical maximum amount of product (1.0 means a 100% yield; for example, 0.34 means a 34% yield). (1) The reactants are [CH3:1][C:2]1[N:3]=[C:4]([NH:7][C:8]2[C:13]([OH:14])=[CH:12][CH:11]=[CH:10][N:9]=2)[S:5][CH:6]=1.[ClH:15].Br[CH2:17][C:18]1[CH:23]=[CH:22][CH:21]=[CH:20][N:19]=1.C(=O)([O-])[O-].[K+].[K+].CN(C=O)C. The catalyst is O. The product is [ClH:15].[ClH:15].[CH3:1][C:2]1[N:3]=[C:4]([NH:7][C:8]2[C:13]([O:14][CH2:17][C:18]3[CH:23]=[CH:22][CH:21]=[CH:20][N:19]=3)=[CH:12][CH:11]=[CH:10][N:9]=2)[S:5][CH:6]=1. The yield is 0.714. (2) The reactants are [Cl:1][C:2]1[C:3]([NH2:12])=[C:4]([NH:8][CH:9]2[CH2:11][CH2:10]2)[N:5]=[N:6][CH:7]=1.[CH2:13](OC(OCC)OCC)C. No catalyst specified. The product is [Cl:1][C:2]1[C:3]2[N:12]=[CH:13][N:8]([CH:9]3[CH2:10][CH2:11]3)[C:4]=2[N:5]=[N:6][CH:7]=1. The yield is 0.480.